This data is from Acute oral toxicity (LD50) regression data from Zhu et al.. The task is: Regression/Classification. Given a drug SMILES string, predict its toxicity properties. Task type varies by dataset: regression for continuous values (e.g., LD50, hERG inhibition percentage) or binary classification for toxic/non-toxic outcomes (e.g., AMES mutagenicity, cardiotoxicity, hepatotoxicity). Dataset: ld50_zhu. (1) The drug is CN1CCCCC1CCN1c2ccccc2Sc2ccc(Br)cc21. The rat oral LD50 is 2.65, given as -log10 of the dose in mol/kg body weight (higher means more acutely toxic). (2) The compound is C=CCOc1ccccc1C(=O)NC1CCCCC1. The rat oral LD50 is 2.33, given as -log10 of the dose in mol/kg body weight (higher means more acutely toxic). (3) The compound is [O-][n+]1onc2c1c1no[n+]([O-])c1c1no[n+]([O-])c21. The rat oral LD50 is 1.94, given as -log10 of the dose in mol/kg body weight (higher means more acutely toxic). (4) The drug is CC(=O)Nc1ccc([N+](=O)[O-])c(Cl)n1. The rat oral LD50 is 2.05, given as -log10 of the dose in mol/kg body weight (higher means more acutely toxic). (5) The molecule is Cc1cnc(C)cn1. The rat oral LD50 is 2.02, given as -log10 of the dose in mol/kg body weight (higher means more acutely toxic). (6) The molecule is CCOC(=O)C1CC2C=CC1C2. The rat oral LD50 is 1.59, given as -log10 of the dose in mol/kg body weight (higher means more acutely toxic). (7) The rat oral LD50 is 2.21, given as -log10 of the dose in mol/kg body weight (higher means more acutely toxic). The molecule is NCC1CCCCO1. (8) The molecule is CCCSP(=S)(OCC)Oc1cnn(C)c(=O)c1OC. The rat oral LD50 is 4.35, given as -log10 of the dose in mol/kg body weight (higher means more acutely toxic). (9) The drug is Cc1ccnc(C)c1. The rat oral LD50 is 2.73, given as -log10 of the dose in mol/kg body weight (higher means more acutely toxic).